Predict which catalyst facilitates the given reaction. From a dataset of Catalyst prediction with 721,799 reactions and 888 catalyst types from USPTO. (1) Reactant: C(OC([N:8]1[CH2:13][CH2:12][CH:11]([NH:14][C:15]([C:17]2[NH:18][C:19]([CH3:24])=[C:20]([Cl:23])[C:21]=2[Cl:22])=[O:16])[CH:10]([N:25]=[N+:26]=[N-:27])[CH2:9]1)=O)(C)(C)C. Product: [ClH:22].[N:25]([C@H:10]1[C@@H:11]([NH:14][C:15]([C:17]2[NH:18][C:19]([CH3:24])=[C:20]([Cl:23])[C:21]=2[Cl:22])=[O:16])[CH2:12][CH2:13][NH:8][CH2:9]1)=[N+:26]=[N-:27]. The catalyst class is: 209. (2) Reactant: [CH3:1][C:2]1[CH:7]=[C:6]([O:8][CH2:9][CH:10]2[CH2:14][CH2:13][O:12][CH2:11]2)[CH:5]=[C:4]([CH3:15])[C:3]=1[C:16]1[CH:21]=[CH:20][CH:19]=[C:18]([CH2:22][O:23][C:24]2[CH:29]=[CH:28][C:27]([C:30]3([CH2:34][C:35]([O:37]CC)=[O:36])[CH2:33][O:32][CH2:31]3)=[CH:26][CH:25]=2)[CH:17]=1.C1COCC1.[OH-].[Li+]. Product: [CH3:15][C:4]1[CH:5]=[C:6]([O:8][CH2:9][CH:10]2[CH2:14][CH2:13][O:12][CH2:11]2)[CH:7]=[C:2]([CH3:1])[C:3]=1[C:16]1[CH:21]=[CH:20][CH:19]=[C:18]([CH2:22][O:23][C:24]2[CH:29]=[CH:28][C:27]([C:30]3([CH2:34][C:35]([OH:37])=[O:36])[CH2:33][O:32][CH2:31]3)=[CH:26][CH:25]=2)[CH:17]=1. The catalyst class is: 5. (3) Reactant: [CH:1]([C:4]1[CH:9]=[CH:8][C:7]([CH:10]2[C:14]3[C:15]([CH3:35])=[C:16]([NH:26][C:27](=[O:34])OCC(Cl)(Cl)Cl)[C:17]([CH3:25])=[C:18]([C:19]4[CH:24]=[CH:23][CH:22]=[CH:21][CH:20]=4)[C:13]=3[O:12][CH2:11]2)=[CH:6][CH:5]=1)([CH3:3])[CH3:2].[NH2:36][CH2:37][CH2:38][OH:39]. Product: [OH:39][CH2:38][CH2:37][NH:36][C:27]([NH:26][C:16]1[C:17]([CH3:25])=[C:18]([C:19]2[CH:20]=[CH:21][CH:22]=[CH:23][CH:24]=2)[C:13]2[O:12][CH2:11][CH:10]([C:7]3[CH:8]=[CH:9][C:4]([CH:1]([CH3:2])[CH3:3])=[CH:5][CH:6]=3)[C:14]=2[C:15]=1[CH3:35])=[O:34]. The catalyst class is: 195. (4) Reactant: C(OC(=O)[NH:7][CH2:8][C:9]1[C:10]([C:15]([F:18])([CH3:17])[CH3:16])=[N:11][CH:12]=[N:13][CH:14]=1)(C)(C)C.[ClH:20]. Product: [ClH:20].[ClH:20].[F:18][C:15]([C:10]1[C:9]([CH2:8][NH2:7])=[CH:14][N:13]=[CH:12][N:11]=1)([CH3:16])[CH3:17]. The catalyst class is: 2. (5) Reactant: [F:1][C:2]1[CH:7]=[C:6]([F:8])[CH:5]=[CH:4][C:3]=1[C:9]1[C:18]([OH:19])=[CH:17][C:16]2[C:11](=[CH:12][CH:13]=[CH:14][CH:15]=2)[N:10]=1.Cl[C:21]1[C:30]2[C:25](=[CH:26][C:27]([O:33][CH3:34])=[C:28]([O:31][CH3:32])[CH:29]=2)[N:24]=[CH:23][CH:22]=1.O. Product: [F:1][C:2]1[CH:7]=[C:6]([F:8])[CH:5]=[CH:4][C:3]=1[C:9]1[C:18]([O:19][C:21]2[C:30]3[C:25](=[CH:26][C:27]([O:33][CH3:34])=[C:28]([O:31][CH3:32])[CH:29]=3)[N:24]=[CH:23][CH:22]=2)=[CH:17][C:16]2[C:11](=[CH:12][CH:13]=[CH:14][CH:15]=2)[N:10]=1. The catalyst class is: 420. (6) Reactant: [C:1]1([CH3:10])[CH:6]=[CH:5][CH:4]=[CH:3][C:2]=1B(O)O.C(=O)([O-])[O-].[Na+].[Na+].FC(F)(F)S(O[C:23]1[CH:24]=[CH:25][C:26]2[N:32]3[C:33]([CH3:36])=[N:34][N:35]=[C:31]3[C@H:30]([CH2:37][C:38]([NH:40][CH2:41][CH3:42])=[O:39])[N:29]=[C:28]([C:43]3[CH:48]=[CH:47][C:46]([Cl:49])=[CH:45][CH:44]=3)[C:27]=2[CH:50]=1)(=O)=O.O. Product: [Cl:49][C:46]1[CH:47]=[CH:48][C:43]([C:28]2[C:27]3[CH:50]=[C:23]([C:2]4[CH:3]=[CH:4][CH:5]=[CH:6][C:1]=4[CH3:10])[CH:24]=[CH:25][C:26]=3[N:32]3[C:33]([CH3:36])=[N:34][N:35]=[C:31]3[C@H:30]([CH2:37][C:38]([NH:40][CH2:41][CH3:42])=[O:39])[N:29]=2)=[CH:44][CH:45]=1. The catalyst class is: 628. (7) Reactant: [OH:1][C:2]1[CH:3]=[CH:4][C:5]([CH3:11])=[C:6]([CH:10]=1)[C:7]([OH:9])=[O:8].[CH2:12](Br)[C:13]1[CH:18]=[CH:17][CH:16]=[CH:15][CH:14]=1.C(=O)([O-])[O-].[K+].[K+].O. Product: [CH2:12]([O:1][C:2]1[CH:3]=[CH:4][C:5]([CH3:11])=[C:6]([CH:10]=1)[C:7]([O:9][CH2:11][C:5]1[CH:6]=[CH:10][CH:2]=[CH:3][CH:4]=1)=[O:8])[C:13]1[CH:18]=[CH:17][CH:16]=[CH:15][CH:14]=1. The catalyst class is: 3. (8) Reactant: [CH:1]1([CH2:4][O:5][C:6]2[CH:7]=[C:8]([CH:23]=[CH:24][C:25]=2[N:26]([CH2:31][CH2:32][N:33]2[CH2:38][CH2:37][N:36]([CH3:39])[CH2:35][CH2:34]2)[S:27]([CH3:30])(=[O:29])=[O:28])[C:9]([O:11][CH2:12][C:13]([O:15]CC2C=CC=CC=2)=[O:14])=[O:10])[CH2:3][CH2:2]1. Product: [CH:1]1([CH2:4][O:5][C:6]2[CH:7]=[C:8]([CH:23]=[CH:24][C:25]=2[N:26]([CH2:31][CH2:32][N:33]2[CH2:38][CH2:37][N:36]([CH3:39])[CH2:35][CH2:34]2)[S:27]([CH3:30])(=[O:28])=[O:29])[C:9]([O:11][CH2:12][C:13]([OH:15])=[O:14])=[O:10])[CH2:3][CH2:2]1. The catalyst class is: 19. (9) Product: [Br:27][CH2:28]/[CH:29]=[CH:30]/[C:31]([NH:20][C:17]1[CH:18]=[C:19]2[C:14](=[CH:15][C:16]=1[O:21][CH2:22][C:23]([F:26])([F:24])[F:25])[N:13]=[CH:12][N:11]=[C:10]2[NH:9][C:4]1[CH:5]=[CH:6][C:7]([F:8])=[C:2]([Cl:1])[CH:3]=1)=[O:32]. Reactant: [Cl:1][C:2]1[CH:3]=[C:4]([NH:9][C:10]2[C:19]3[C:14](=[CH:15][C:16]([O:21][CH2:22][C:23]([F:26])([F:25])[F:24])=[C:17]([NH2:20])[CH:18]=3)[N:13]=[CH:12][N:11]=2)[CH:5]=[CH:6][C:7]=1[F:8].[Br:27][CH2:28]/[CH:29]=[CH:30]/[C:31](Cl)=[O:32].O. The catalyst class is: 7.